Task: Regression. Given a peptide amino acid sequence and an MHC pseudo amino acid sequence, predict their binding affinity value. This is MHC class I binding data.. Dataset: Peptide-MHC class I binding affinity with 185,985 pairs from IEDB/IMGT (1) The peptide sequence is FDWILGWTI. The MHC is HLA-B44:03 with pseudo-sequence HLA-B44:03. The binding affinity (normalized) is 0.472. (2) The binding affinity (normalized) is 0.749. The peptide sequence is MSYYCKSHK. The MHC is HLA-A03:01 with pseudo-sequence HLA-A03:01. (3) The peptide sequence is KELENEYYF. The MHC is HLA-B35:01 with pseudo-sequence HLA-B35:01. The binding affinity (normalized) is 0.324.